Dataset: Catalyst prediction with 721,799 reactions and 888 catalyst types from USPTO. Task: Predict which catalyst facilitates the given reaction. (1) Reactant: [CH3:1][C:2]1[CH:7]=[CH:6][N:5]=[CH:4][C:3]=1[N:8]1[CH2:12][CH2:11][NH:10][C:9]1=[O:13].Br[C:15]1[CH:25]=[CH:24][C:18]2[O:19][C:20]([F:23])([F:22])[O:21][C:17]=2[CH:16]=1.N[C@@H]1CCCC[C@H]1N.P([O-])([O-])([O-])=O.[K+].[K+].[K+]. Product: [F:23][C:20]1([F:22])[O:19][C:18]2[CH:24]=[CH:25][C:15]([N:10]3[CH2:11][CH2:12][N:8]([C:3]4[CH:4]=[N:5][CH:6]=[CH:7][C:2]=4[CH3:1])[C:9]3=[O:13])=[CH:16][C:17]=2[O:21]1. The catalyst class is: 246. (2) Reactant: [Cl:1][C:2]1[CH:7]=[C:6]2[NH:8][C:9](=[O:45])[C:10]3([CH:15]([C:16]4[CH:21]=[C:20]([Cl:22])[CH:19]=[CH:18][C:17]=4[O:23][C:24]([C:31]([O:33][CH2:34][CH3:35])=[O:32])([CH2:28][CH2:29][CH3:30])[CH2:25][CH2:26][CH3:27])[CH2:14][C:13](=O)[NH:12][CH:11]3[C:37]3[CH:42]=[C:41]([F:43])[CH:40]=[CH:39][C:38]=3[CH3:44])[C:5]2=[CH:4][CH:3]=1.P12(SP3(SP(SP(S3)(S1)=S)(=S)S2)=S)=[S:47]. Product: [Cl:1][C:2]1[CH:7]=[C:6]2[NH:8][C:9](=[O:45])[C:10]3([CH:15]([C:16]4[CH:21]=[C:20]([Cl:22])[CH:19]=[CH:18][C:17]=4[O:23][C:24]([C:31]([O:33][CH2:34][CH3:35])=[O:32])([CH2:28][CH2:29][CH3:30])[CH2:25][CH2:26][CH3:27])[CH2:14][C:13](=[S:47])[NH:12][CH:11]3[C:37]3[CH:42]=[C:41]([F:43])[CH:40]=[CH:39][C:38]=3[CH3:44])[C:5]2=[CH:4][CH:3]=1. The catalyst class is: 11. (3) Reactant: [CH2:1]([N:8]([C:22]1[C:27]([Cl:28])=[CH:26][C:25]([C:29]([F:32])([F:31])[F:30])=[CH:24][N:23]=1)[S:9]([C:12]1[CH:21]=[CH:20][C:15]([C:16]([O:18]C)=[O:17])=[CH:14][CH:13]=1)(=[O:11])=[O:10])[C:2]1[CH:7]=[CH:6][CH:5]=[CH:4][CH:3]=1.[OH-].[Na+]. Product: [CH2:1]([N:8]([C:22]1[C:27]([Cl:28])=[CH:26][C:25]([C:29]([F:32])([F:30])[F:31])=[CH:24][N:23]=1)[S:9]([C:12]1[CH:13]=[CH:14][C:15]([C:16]([OH:18])=[O:17])=[CH:20][CH:21]=1)(=[O:10])=[O:11])[C:2]1[CH:7]=[CH:6][CH:5]=[CH:4][CH:3]=1. The catalyst class is: 1.